Regression/Classification. Given a drug SMILES string, predict its absorption, distribution, metabolism, or excretion properties. Task type varies by dataset: regression for continuous measurements (e.g., permeability, clearance, half-life) or binary classification for categorical outcomes (e.g., BBB penetration, CYP inhibition). Dataset: cyp2c9_substrate_carbonmangels. From a dataset of CYP2C9 substrate classification data from Carbon-Mangels et al.. (1) The molecule is CCc1oc2ccccc2c1C(=O)c1cc(Br)c(O)c(Br)c1. The result is 0 (non-substrate). (2) The drug is CCc1nn(CCCN2CCN(c3cccc(Cl)c3)CC2)c(=O)n1CC. The result is 1 (substrate). (3) The molecule is C[C@H](N/C(=N\C#N)Nc1ccncc1)C(C)(C)C. The result is 0 (non-substrate). (4) The molecule is CN/C(=C\[N+](=O)[O-])NCCSCc1ccc(CN(C)C)o1. The result is 0 (non-substrate). (5) The result is 0 (non-substrate). The molecule is COc1cc(N[C@@H](C)CCCN)c2ncccc2c1. (6) The molecule is O=C(N[C@H]1CCS[C@H]2CCC[C@@H](C(=O)O)N2C1=O)[C@@H](S)Cc1ccccc1. The result is 0 (non-substrate). (7) The molecule is CCOP(=S)(OCC)Oc1nc(Cl)c(Cl)cc1Cl. The result is 1 (substrate). (8) The compound is Nc1nc2ccc(OC(F)(F)F)cc2s1. The result is 0 (non-substrate). (9) The molecule is C[C@@H](C(=O)O)c1ccc(-c2ccccc2)c(F)c1. The result is 1 (substrate). (10) The molecule is Cc1cc(N(C)C)ccc1C[C@H](C)N. The result is 0 (non-substrate).